From a dataset of Catalyst prediction with 721,799 reactions and 888 catalyst types from USPTO. Predict which catalyst facilitates the given reaction. (1) Reactant: Br[C:2]1[C:3]([NH2:18])=[N:4][CH:5]=[C:6]([CH:8]2[CH2:17][CH2:16][C:11]3([O:15][CH2:14][CH2:13][O:12]3)[CH2:10][CH2:9]2)[N:7]=1.[CH2:19]([NH:26][C:27]([C:29]1[CH:34]=[CH:33][C:32](B(O)O)=[CH:31][C:30]=1[F:38])=[O:28])[C:20]1[CH:25]=[CH:24][CH:23]=[CH:22][CH:21]=1.COCCOC.C(=O)([O-])[O-].[Na+].[Na+]. Product: [NH2:18][C:3]1[C:2]([C:32]2[CH:33]=[CH:34][C:29]([C:27]([NH:26][CH2:19][C:20]3[CH:21]=[CH:22][CH:23]=[CH:24][CH:25]=3)=[O:28])=[C:30]([F:38])[CH:31]=2)=[N:7][C:6]([CH:8]2[CH2:17][CH2:16][C:11]3([O:15][CH2:14][CH2:13][O:12]3)[CH2:10][CH2:9]2)=[CH:5][N:4]=1. The catalyst class is: 13. (2) The catalyst class is: 228. Product: [C:8]([C:11]1[CH:12]=[CH:13][C:14]([S:17]([NH:1][C:2]2[CH:6]=[C:5]([CH3:7])[O:4][N:3]=2)(=[O:19])=[O:18])=[CH:15][CH:16]=1)(=[O:10])[CH3:9]. Reactant: [NH2:1][C:2]1[CH:6]=[C:5]([CH3:7])[O:4][N:3]=1.[C:8]([C:11]1[CH:16]=[CH:15][C:14]([S:17](Cl)(=[O:19])=[O:18])=[CH:13][CH:12]=1)(=[O:10])[CH3:9]. (3) Reactant: [CH2:1]([C:3]1[O:7][C:6]([C:8]2[CH:13]=[CH:12][C:11]([CH2:14][OH:15])=[CH:10][CH:9]=2)=[N:5][N:4]=1)[CH3:2].[Cr](Cl)([O-])(=O)=O.[NH+]1C=CC=CC=1. Product: [CH2:1]([C:3]1[O:7][C:6]([C:8]2[CH:13]=[CH:12][C:11]([CH:14]=[O:15])=[CH:10][CH:9]=2)=[N:5][N:4]=1)[CH3:2]. The catalyst class is: 2. (4) Reactant: [F:1][C:2]1[CH:7]=[CH:6][C:5]([C:8]2[C:13]([C:14]3[CH:19]=[CH:18][N:17]=[CH:16][CH:15]=3)=[C:12]([C:20]3[CH:25]=[CH:24][C:23]([F:26])=[CH:22][CH:21]=3)[N:11]=[C:10]3[O:27][C:28]([C:30](O)=[O:31])=[CH:29][C:9]=23)=[CH:4][CH:3]=1.[NH2:33][CH2:34][CH2:35][OH:36].F[P-](F)(F)(F)(F)F.C[NH+]1CCN(C)C1. Product: [OH:36][CH2:35][CH2:34][NH:33][C:30]([C:28]1[O:27][C:10]2=[N:11][C:12]([C:20]3[CH:25]=[CH:24][C:23]([F:26])=[CH:22][CH:21]=3)=[C:13]([C:14]3[CH:15]=[CH:16][N:17]=[CH:18][CH:19]=3)[C:8]([C:5]3[CH:6]=[CH:7][C:2]([F:1])=[CH:3][CH:4]=3)=[C:9]2[CH:29]=1)=[O:31]. The catalyst class is: 2. (5) Reactant: [NH2:1][C:2]1[N:6]([C:7]2[CH:12]=[CH:11][C:10]([F:13])=[CH:9][CH:8]=2)[N:5]=[CH:4][C:3]=1[C:14](=[O:27])[C:15]1[CH:20]=[CH:19][CH:18]=[C:17]([O:21][CH2:22][C@@H:23]([OH:26])[CH2:24][OH:25])[CH:16]=1.[CH3:28][C:29]([CH3:31])=O. Product: [NH2:1][C:2]1[N:6]([C:7]2[CH:8]=[CH:9][C:10]([F:13])=[CH:11][CH:12]=2)[N:5]=[CH:4][C:3]=1[C:14](=[O:27])[C:15]1[CH:20]=[CH:19][CH:18]=[C:17]([O:21][CH2:22][C@@H:23]2[O:26][C:29]([CH3:31])([CH3:28])[O:25][CH2:24]2)[CH:16]=1. The catalyst class is: 530. (6) Reactant: [C:1]([C:4]1[S:8][CH:7]=[C:6]([C:9]([O:11][CH3:12])=[O:10])[C:5]=1[CH3:13])(=[O:3])[CH3:2].[BH4-].[Na+]. Product: [OH:3][CH:1]([C:4]1[S:8][CH:7]=[C:6]([C:9]([O:11][CH3:12])=[O:10])[C:5]=1[CH3:13])[CH3:2]. The catalyst class is: 1. (7) Reactant: [C:1]1([CH2:7][CH2:8][CH2:9][CH2:10]C(O)=O)[CH:6]=[CH:5][CH:4]=[CH:3][CH:2]=1.[I:14]N1C(C)(C)C(=O)N(C)C1=O. Product: [I:14][CH2:10][CH2:9][CH2:8][CH2:7][C:1]1[CH:6]=[CH:5][CH:4]=[CH:3][CH:2]=1. The catalyst class is: 48. (8) Reactant: [Cl:1][C:2]1[CH:3]=[C:4]2[C:8](=[C:9]([Cl:11])[CH:10]=1)[N:7]([C:12]1[CH:17]=[C:16]([NH:18][CH:19]([CH2:22][CH3:23])[CH2:20][CH3:21])[N:15]=[C:14]([CH3:24])[N:13]=1)[CH2:6][CH2:5]2.[Br-:25].[Br-].[Br-].[NH+]1C=CC=CC=1.[NH+]1C=CC=CC=1.[NH+]1C=CC=CC=1. Product: [Br:25][C:17]1[C:12]([N:7]2[C:8]3[C:4](=[CH:3][C:2]([Cl:1])=[CH:10][C:9]=3[Cl:11])[CH2:5][CH2:6]2)=[N:13][C:14]([CH3:24])=[N:15][C:16]=1[NH:18][CH:19]([CH2:22][CH3:23])[CH2:20][CH3:21]. The catalyst class is: 4.